This data is from Peptide-MHC class I binding affinity with 185,985 pairs from IEDB/IMGT. The task is: Regression. Given a peptide amino acid sequence and an MHC pseudo amino acid sequence, predict their binding affinity value. This is MHC class I binding data. (1) The peptide sequence is ERYFRIHSL. The MHC is HLA-A29:02 with pseudo-sequence HLA-A29:02. The binding affinity (normalized) is 0. (2) The peptide sequence is MVRQMRAAL. The MHC is HLA-A03:19 with pseudo-sequence HLA-A03:19. The binding affinity (normalized) is 0.410. (3) The peptide sequence is LTPEVASL. The MHC is Mamu-B03 with pseudo-sequence Mamu-B03. The binding affinity (normalized) is 0.